Task: Predict the reactants needed to synthesize the given product.. Dataset: Full USPTO retrosynthesis dataset with 1.9M reactions from patents (1976-2016) (1) Given the product [F:15][C:12]1[CH:13]=[CH:14][C:9]([O:8][C:7]2[N:6]=[CH:5][C:4]([S:16]([NH:19][CH:20]3[CH2:28][CH2:27][CH2:26][C:25]4[N:24]([CH2:29][C:30]([OH:32])=[O:31])[N:23]=[CH:22][C:21]3=4)(=[O:18])=[O:17])=[CH:3][CH:2]=2)=[CH:10][CH:11]=1, predict the reactants needed to synthesize it. The reactants are: Br[C:2]1[CH:3]=[C:4]([S:16]([NH:19][CH:20]2[CH2:28][CH2:27][CH2:26][C:25]3[N:24]([CH2:29][C:30]([OH:32])=[O:31])[N:23]=[CH:22][C:21]2=3)(=[O:18])=[O:17])[CH:5]=[N:6][C:7]=1[O:8][C:9]1[CH:14]=[CH:13][C:12]([F:15])=[CH:11][CH:10]=1. (2) Given the product [CH2:13]([O:15][C:16](=[O:22])[CH:17]([O:18][CH2:19][CH3:20])[N:5]1[C:4](=[O:12])[C:3]2[C:7](=[CH:8][CH:9]=[CH:10][C:2]=2[F:1])[C:6]1=[O:11])[CH3:14], predict the reactants needed to synthesize it. The reactants are: [F:1][C:2]1[CH:10]=[CH:9][CH:8]=[C:7]2[C:3]=1[C:4](=[O:12])[NH:5][C:6]2=[O:11].[CH2:13]([O:15][C:16](=[O:22])[CH:17](Cl)[O:18][CH2:19][CH3:20])[CH3:14]. (3) Given the product [NH3:4].[C:17]([C:16]1[CH:20]=[C:12]([NH:11][C:5]2[C:6]3[N:7]([CH:8]=[CH:9][N:10]=3)[C:2]([C:35]3[CH:34]=[C:33]([F:46])[C:29]([C:30]([NH2:32])=[O:31])=[C:28]([F:27])[CH:36]=3)=[CH:3][N:4]=2)[CH:13]=[CH:14][C:15]=1[N:21]1[CH2:26][CH2:25][O:24][CH2:23][CH2:22]1)(=[O:18])[NH2:19], predict the reactants needed to synthesize it. The reactants are: Br[C:2]1[N:7]2[CH:8]=[CH:9][N:10]=[C:6]2[C:5]([NH:11][C:12]2[CH:13]=[CH:14][C:15]([N:21]3[CH2:26][CH2:25][O:24][CH2:23][CH2:22]3)=[C:16]([CH:20]=2)[C:17]([NH2:19])=[O:18])=[N:4][CH:3]=1.[F:27][C:28]1[CH:36]=[C:35](B2OC(C)(C)C(C)(C)O2)[CH:34]=[C:33]([F:46])[C:29]=1[C:30]([NH2:32])=[O:31]. (4) Given the product [F:19][C:16]1[CH:17]=[CH:18][C:13]([C:12]2[C:5]3[C:4]([NH:2][CH3:1])=[N:9][CH:8]=[N:7][C:6]=3[O:10][C:11]=2[C:20]2[CH:21]=[N:22][C:23]([NH:29][CH3:32])=[CH:24][CH:25]=2)=[CH:14][CH:15]=1, predict the reactants needed to synthesize it. The reactants are: [CH3:1][NH2:2].Cl[C:4]1[C:5]2[C:12]([C:13]3[CH:18]=[CH:17][C:16]([F:19])=[CH:15][CH:14]=3)=[C:11]([C:20]3[CH:21]=[N:22][C:23](Cl)=[CH:24][CH:25]=3)[O:10][C:6]=2[N:7]=[CH:8][N:9]=1.C([N:29]([CH2:32]C)CC)C. (5) Given the product [CH3:1][O:2][C:3](=[O:13])[C:4]1[CH:5]=[CH:6][C:7]([C:8]([N:26]([O:23][CH3:24])[CH3:25])=[O:10])=[CH:11][CH:12]=1, predict the reactants needed to synthesize it. The reactants are: [CH3:1][O:2][C:3](=[O:13])[C:4]1[CH:12]=[CH:11][C:7]([C:8]([OH:10])=O)=[CH:6][CH:5]=1.ClC1N=C(OC)N=C([O:23][CH3:24])N=1.[CH3:25][N:26]1CCOCC1. (6) Given the product [Br:1][C:2]1[CH:7]=[CH:6][C:5]([CH:8]([NH:26][CH3:25])[CH2:9][N:10]2[CH2:15][CH2:14][O:13][CH2:12][CH2:11]2)=[CH:4][C:3]=1[F:17], predict the reactants needed to synthesize it. The reactants are: [Br:1][C:2]1[CH:7]=[CH:6][C:5]([C:8](=O)[CH2:9][N:10]2[CH2:15][CH2:14][O:13][CH2:12][CH2:11]2)=[CH:4][C:3]=1[F:17].CN.C(O)(=O)C.[BH3-][C:25]#[N:26].[Na+]. (7) Given the product [F:1][C:2]1[CH:3]=[CH:4][C:5]([N:8]2[C:16]3[C:11](=[CH:12][C:13]([C:17](=[O:22])[CH2:18][CH:19]([CH3:20])[CH3:21])=[CH:14][CH:15]=3)[CH:10]=[N:9]2)=[CH:6][CH:7]=1, predict the reactants needed to synthesize it. The reactants are: [F:1][C:2]1[CH:7]=[CH:6][C:5]([N:8]2[C:16]3[C:11](=[CH:12][C:13]([CH:17]([OH:22])[CH2:18][CH:19]([CH3:21])[CH3:20])=[CH:14][CH:15]=3)[CH:10]=[N:9]2)=[CH:4][CH:3]=1.CC(OI1(OC(C)=O)(OC(C)=O)OC(=O)C2C=CC=CC1=2)=O.[OH-].[Na+]. (8) Given the product [CH2:31]([O:1][C:2]1[CH:3]=[C:4]2[C:8](=[CH:9][CH:10]=1)[NH:7][CH:6]=[C:5]2[CH2:11][CH2:12][N:13]1[C:14](=[O:23])[C:15]2[C:20](=[CH:19][CH:18]=[CH:17][CH:16]=2)[C:21]1=[O:22])[CH3:32], predict the reactants needed to synthesize it. The reactants are: [OH:1][C:2]1[CH:3]=[C:4]2[C:8](=[CH:9][CH:10]=1)[NH:7][CH:6]=[C:5]2[CH2:11][CH2:12][N:13]1[C:21](=[O:22])[C:20]2[C:15](=[CH:16][CH:17]=[CH:18][CH:19]=2)[C:14]1=[O:23].C(=O)([O-])[O-].[Cs+].[Cs+].I[CH2:31][CH3:32].CCOC(C)=O.